From a dataset of Reaction yield outcomes from USPTO patents with 853,638 reactions. Predict the reaction yield, written as a fraction of the theoretical maximum amount of product (1.0 means a 100% yield; for example, 0.34 means a 34% yield). The reactants are [CH2:1]([O:8][CH2:9][C:10]1([CH2:23][OH:24])[CH2:15][CH2:14][N:13]([C:16]([O:18][C:19]([CH3:22])([CH3:21])[CH3:20])=[O:17])[CH2:12][CH2:11]1)[C:2]1[CH:7]=[CH:6][CH:5]=[CH:4][CH:3]=1.[C:25]1(O)[CH:30]=[CH:29][CH:28]=[CH:27][CH:26]=1.C1(P(C2C=CC=CC=2)C2C=CC=CC=2)C=CC=CC=1.N(C(OC(C)C)=O)=NC(OC(C)C)=O. The catalyst is C1(C)C=CC=CC=1. The product is [CH2:1]([O:8][CH2:9][C:10]1([CH2:23][O:24][C:25]2[CH:30]=[CH:29][CH:28]=[CH:27][CH:26]=2)[CH2:11][CH2:12][N:13]([C:16]([O:18][C:19]([CH3:20])([CH3:21])[CH3:22])=[O:17])[CH2:14][CH2:15]1)[C:2]1[CH:7]=[CH:6][CH:5]=[CH:4][CH:3]=1. The yield is 0.960.